Dataset: Full USPTO retrosynthesis dataset with 1.9M reactions from patents (1976-2016). Task: Predict the reactants needed to synthesize the given product. (1) Given the product [Cl:1][C:2]1[CH:7]=[C:6]([C:8](=[O:11])[NH:9][CH3:10])[CH:5]=[CH:4][C:3]=1[N:12]([CH3:31])[C:13]([C:15]1[S:30][C:18]2[C:19]3[CH:27]=[C:26]([C:28]([NH2:29])=[O:33])[CH:25]=[CH:24][C:20]=3[O:21][CH2:22][CH2:23][C:17]=2[CH:16]=1)=[O:14], predict the reactants needed to synthesize it. The reactants are: [Cl:1][C:2]1[CH:7]=[C:6]([C:8](=[O:11])[NH:9][CH3:10])[CH:5]=[CH:4][C:3]=1[N:12]([CH3:31])[C:13]([C:15]1[S:30][C:18]2[C:19]3[CH:27]=[C:26]([C:28]#[N:29])[CH:25]=[CH:24][C:20]=3[O:21][CH2:22][CH2:23][C:17]=2[CH:16]=1)=[O:14].C(=O)([O-])[O-:33].[K+].[K+].OO. (2) Given the product [C:25]([O:21][C:15]1[CH:16]=[CH:17][C:18]([CH3:20])=[CH:19][C:14]=1[C@@H:7]([C:8]1[CH:13]=[CH:12][CH:11]=[CH:10][CH:9]=1)[CH2:6][CH2:5][N:4]([CH:1]([CH3:3])[CH3:2])[CH:22]([CH3:24])[CH3:23])(=[O:27])[CH3:26], predict the reactants needed to synthesize it. The reactants are: [CH:1]([N:4]([CH:22]([CH3:24])[CH3:23])[CH2:5][CH2:6][C@@H:7]([C:14]1[CH:19]=[C:18]([CH3:20])[CH:17]=[CH:16][C:15]=1[OH:21])[C:8]1[CH:13]=[CH:12][CH:11]=[CH:10][CH:9]=1)([CH3:3])[CH3:2].[C:25](Cl)(=[O:27])[CH3:26]. (3) Given the product [NH2:2][N:8]1[CH:12]=[C:11]([C:13]([O:15][CH2:16][CH3:17])=[O:14])[CH:10]=[C:9]1[C:18]([O:20][CH2:21][CH3:22])=[O:19], predict the reactants needed to synthesize it. The reactants are: [Cl-].[NH4+:2].[OH-].[NH4+].Cl[O-].[Na+].[NH:8]1[CH:12]=[C:11]([C:13]([O:15][CH2:16][CH3:17])=[O:14])[CH:10]=[C:9]1[C:18]([O:20][CH2:21][CH3:22])=[O:19].[OH-].[Na+].NCl. (4) Given the product [C:1]([C:5]1[CH:6]=[C:7]([CH2:8][N:21]([CH2:22][CH2:23][OH:24])[CH2:18][CH2:19][OH:20])[CH:10]=[C:11]([C:14]([CH3:17])([CH3:16])[CH3:15])[C:12]=1[OH:13])([CH3:4])([CH3:3])[CH3:2], predict the reactants needed to synthesize it. The reactants are: [C:1]([C:5]1[CH:6]=[C:7]([CH:10]=[C:11]([C:14]([CH3:17])([CH3:16])[CH3:15])[C:12]=1[OH:13])[CH2:8]Br)([CH3:4])([CH3:3])[CH3:2].[CH2:18]([NH:21][CH2:22][CH2:23][OH:24])[CH2:19][OH:20]. (5) Given the product [C:1]([O:4][C@@H:5]1[C@@H:10]([O:11][C:12](=[O:14])[CH3:13])[C@H:9]([O:15][C:16](=[O:18])[CH3:17])[C@@H:8]([CH2:19][O:20][C:21](=[O:23])[CH3:22])[O:7][C@@H:6]1[O:24][C@@H:25]1[C@@H:30]([CH2:31][O:32][C:33](=[O:35])[CH3:34])[O:29][C@H:28]([O:36][C@@H:37]2[C@@H:42]([CH2:43][O:44][C:45](=[O:47])[CH3:46])[O:41][C@@H:40]([N:48]3[CH:69]=[C:68]([CH2:67][O:70][C@H:71]4[CH2:96][CH2:95][C@@:94]5([CH3:97])[CH:73]([CH2:74][CH2:75][C@@H:76]6[C@@H:93]5[CH2:92][CH2:91][C@@:90]5([CH3:98])[C@H:77]6[CH2:78][CH2:79][C@@H:80]5[C@H:81]([CH3:89])[CH2:82][CH2:83][CH2:84][CH:85]([CH3:86])[CH3:88])[CH2:72]4)[N:50]=[N:49]3)[C@H:39]([O:51][C:52](=[O:54])[CH3:53])[C@H:38]2[O:55][C:56](=[O:58])[CH3:57])[C@H:27]([O:59][C:60](=[O:62])[CH3:61])[C@H:26]1[O:63][C:64](=[O:66])[CH3:65])(=[O:3])[CH3:2], predict the reactants needed to synthesize it. The reactants are: [C:1]([O:4][C@@H:5]1[C@@H:10]([O:11][C:12](=[O:14])[CH3:13])[C@H:9]([O:15][C:16](=[O:18])[CH3:17])[C@@H:8]([CH2:19][O:20][C:21](=[O:23])[CH3:22])[O:7][C@@H:6]1[O:24][C@@H:25]1[C@@H:30]([CH2:31][O:32][C:33](=[O:35])[CH3:34])[O:29][C@H:28]([O:36][C@@H:37]2[C@@H:42]([CH2:43][O:44][C:45](=[O:47])[CH3:46])[O:41][C@@H:40]([N:48]=[N+:49]=[N-:50])[C@H:39]([O:51][C:52](=[O:54])[CH3:53])[C@H:38]2[O:55][C:56](=[O:58])[CH3:57])[C@H:27]([O:59][C:60](=[O:62])[CH3:61])[C@H:26]1[O:63][C:64](=[O:66])[CH3:65])(=[O:3])[CH3:2].[CH2:67]([O:70][CH:71]1[CH2:96][CH2:95][C@@:94]2([CH3:97])[CH:73]([CH2:74][CH2:75][C@@H:76]3[C@@H:93]2[CH2:92][CH2:91][C@@:90]2([CH3:98])[C@H:77]3[CH2:78][CH2:79][C@@H:80]2[C@H:81]([CH3:89])[CH2:82][CH2:83][CH2:84][CH:85]([CH3:88])[CH2:86]O)[CH2:72]1)[C:68]#[CH:69].C(Cl)(Cl)Cl.O=C1O[C@H]([C@H](CO)O)C([O-])=C1O.[Na+]. (6) Given the product [CH2:26]([NH:33][C:34]([N:21]1[CH2:22][CH2:23][C:18]2[C:17](=[O:24])[O:16][C:15]([C:11]3[CH:12]=[CH:13][CH:14]=[C:9]([O:8][CH2:1][C:2]4[CH:7]=[CH:6][CH:5]=[CH:4][CH:3]=4)[CH:10]=3)([CH3:25])[C:19]=2[CH2:20]1)=[O:35])[C:27]1[CH:32]=[CH:31][CH:30]=[CH:29][CH:28]=1, predict the reactants needed to synthesize it. The reactants are: [CH2:1]([O:8][C:9]1[CH:10]=[C:11]([C:15]2([CH3:25])[C:19]3[CH2:20][NH:21][CH2:22][CH2:23][C:18]=3[C:17](=[O:24])[O:16]2)[CH:12]=[CH:13][CH:14]=1)[C:2]1[CH:7]=[CH:6][CH:5]=[CH:4][CH:3]=1.[CH2:26]([N:33]=[C:34]=[O:35])[C:27]1[CH:32]=[CH:31][CH:30]=[CH:29][CH:28]=1. (7) Given the product [CH2:28]([O:31][N:32]([C@H:45]1[CH2:50][NH:49][C@H:48]([C:58]([NH2:59])=[O:60])[C:47]([CH:61]([CH3:63])[CH3:62])=[CH:46]1)[S:33]([C:36]1[CH:41]=[CH:40][CH:39]=[CH:38][C:37]=1[N+:42]([O-:44])=[O:43])(=[O:35])=[O:34])[CH:29]=[CH2:30], predict the reactants needed to synthesize it. The reactants are: C(ON([C@H]1CN[C@H](C(N)=O)C(C)=C1)S(C1C=CC=CC=1[N+]([O-])=O)(=O)=O)C=C.[CH2:28]([O:31][N:32]([C@H:45]1[CH2:50][N:49](C(OC(C)(C)C)=O)[C@H:48]([C:58](=[O:60])[NH2:59])[C:47]([CH:61]([CH3:63])[CH3:62])=[CH:46]1)[S:33]([C:36]1[CH:41]=[CH:40][CH:39]=[CH:38][C:37]=1[N+:42]([O-:44])=[O:43])(=[O:35])=[O:34])[CH:29]=[CH2:30]. (8) Given the product [C@H:1]12[CH2:7][C@H:4]([CH:5]=[CH:6]1)[CH2:3][CH:2]2[C:8]1([CH3:24])[N:12]([CH3:25])[C:11](=[O:13])[N:10]([CH2:14][C:15](=[O:22])[C:16]2[CH:17]=[CH:18][CH:19]=[CH:20][CH:21]=2)[C:9]1=[O:23], predict the reactants needed to synthesize it. The reactants are: [CH:1]12[CH2:7][CH:4]([CH:5]=[CH:6]1)[CH2:3][CH:2]2[C:8]1([CH3:24])[NH:12][C:11](=[O:13])[N:10]([CH2:14][C:15](=[O:22])[C:16]2[CH:21]=[CH:20][CH:19]=[CH:18][CH:17]=2)[C:9]1=[O:23].[CH3:25]I. (9) Given the product [O:12]1[CH:16]=[CH:15][CH:14]=[C:13]1[C:17]1[O:21][N:20]=[C:19]([CH2:22][NH:11][C:8]23[CH2:10][CH:4]4[CH2:5][CH:6]([CH2:1][CH:2]([CH2:3]4)[CH2:9]2)[CH2:7]3)[CH:18]=1, predict the reactants needed to synthesize it. The reactants are: [CH2:1]1[CH:6]2[CH2:7][C:8]3([NH2:11])[CH2:10][CH:4]([CH2:5]2)[CH2:3][CH:2]1[CH2:9]3.[O:12]1[CH:16]=[CH:15][CH:14]=[C:13]1[C:17]1[O:21][N:20]=[C:19]([CH:22]=O)[CH:18]=1. (10) Given the product [F:19][C:11]1[CH:12]=[CH:13][C:14]([C:15](=[O:16])[CH2:17][NH:6][C:5]2[CH:7]=[CH:8][C:2]([F:1])=[CH:3][CH:4]=2)=[CH:9][CH:10]=1, predict the reactants needed to synthesize it. The reactants are: [F:1][C:2]1[CH:8]=[CH:7][C:5]([NH2:6])=[CH:4][CH:3]=1.[CH:9]1[C:14]([C:15]([CH2:17]Br)=[O:16])=[CH:13][CH:12]=[C:11]([F:19])[CH:10]=1.